Dataset: Full USPTO retrosynthesis dataset with 1.9M reactions from patents (1976-2016). Task: Predict the reactants needed to synthesize the given product. (1) The reactants are: Br[CH:2]1[CH2:6][CH2:5][N:4]([C:7]2[CH:12]=[CH:11][C:10]([N:13]([CH3:28])[C:14](=[O:27])[C:15]3[CH:20]=[CH:19][C:18]([CH:21]4[CH2:26][CH2:25][CH2:24][CH2:23][CH2:22]4)=[CH:17][CH:16]=3)=[CH:9][CH:8]=2)[C:3]1=[O:29].[CH:30]1([NH2:36])[CH2:35][CH2:34][CH2:33][CH2:32][CH2:31]1. Given the product [CH:21]1([C:18]2[CH:19]=[CH:20][C:15]([C:14]([N:13]([C:10]3[CH:11]=[CH:12][C:7]([N:4]4[CH2:5][CH2:6][CH:2]([NH:36][CH:30]5[CH2:35][CH2:34][CH2:33][CH2:32][CH2:31]5)[C:3]4=[O:29])=[CH:8][CH:9]=3)[CH3:28])=[O:27])=[CH:16][CH:17]=2)[CH2:26][CH2:25][CH2:24][CH2:23][CH2:22]1, predict the reactants needed to synthesize it. (2) The reactants are: [CH3:1][O:2][C:3](=[O:17])[C:4]1[CH:12]=[C:11]([N+:13]([O-:15])=[O:14])[C:7]([C:8]([OH:10])=[O:9])=[C:6]([Br:16])[CH:5]=1.[N+](=[CH2:20])=[N-]. Given the product [Br:16][C:6]1[CH:5]=[C:4]([C:3]([O:2][CH3:1])=[O:17])[CH:12]=[C:11]([N+:13]([O-:15])=[O:14])[C:7]=1[C:8]([O:10][CH3:20])=[O:9], predict the reactants needed to synthesize it. (3) The reactants are: [S:1](Cl)([CH3:4])(=[O:3])=[O:2].[NH2:6][C:7]1[N:8]=[C:9]([C:16]([C:18]2[CH:19]=[C:20]3[C:25](=[CH:26][CH:27]=2)[NH:24][C:23](=[O:28])[N:22]([CH2:29][CH2:30][CH3:31])[C:21]3=[O:32])=[O:17])[N:10]2[CH:15]=[CH:14][CH:13]=[CH:12][C:11]=12.CO. Given the product [O:28]=[C:23]1[N:22]([CH2:29][CH2:30][CH3:31])[C:21](=[O:32])[C:20]2[C:25](=[CH:26][CH:27]=[C:18]([C:16]([C:9]3[N:10]4[CH:15]=[CH:14][CH:13]=[CH:12][C:11]4=[C:7]([NH:6][S:1]([CH3:4])(=[O:3])=[O:2])[N:8]=3)=[O:17])[CH:19]=2)[NH:24]1, predict the reactants needed to synthesize it. (4) Given the product [CH3:19][C:16]([CH3:17])([CH3:18])[CH2:15][C:14]([NH:13][C:8]1[C:9]([CH3:12])=[C:10]([CH3:11])[C:5]2[O:4][C:3]([CH3:22])([CH3:23])[CH:2]([N:36]3[CH2:41][CH2:40][CH2:39][CH2:38][CH2:37]3)[C:6]=2[C:7]=1[CH3:21])=[O:20], predict the reactants needed to synthesize it. The reactants are: O[CH:2]1[C:6]2[C:7]([CH3:21])=[C:8]([NH:13][C:14](=[O:20])[CH2:15][C:16]([CH3:19])([CH3:18])[CH3:17])[C:9]([CH3:12])=[C:10]([CH3:11])[C:5]=2[O:4][C:3]1([CH3:23])[CH3:22].C(N(CC)CC)C.CS(Cl)(=O)=O.[NH:36]1[CH2:41][CH2:40][CH2:39][CH2:38][CH2:37]1. (5) Given the product [O:4]1[CH2:5][CH2:6][C@@H:2]([O:1][C:14]2[CH:19]=[CH:18][C:17]([N+:20]([O-:22])=[O:21])=[CH:16][C:15]=2[N:23]2[C:27](=[O:28])[N:26]([CH3:29])[N:25]=[N:24]2)[CH2:3]1, predict the reactants needed to synthesize it. The reactants are: [OH:1][C@@H:2]1[CH2:6][CH2:5][O:4][CH2:3]1.CC(C)([O-])C.[K+].F[C:14]1[CH:19]=[CH:18][C:17]([N+:20]([O-:22])=[O:21])=[CH:16][C:15]=1[N:23]1[C:27](=[O:28])[N:26]([CH3:29])[N:25]=[N:24]1. (6) Given the product [NH2:1][C:2]1[C:11]2[C:6](=[CH:7][CH:8]=[CH:9][C:10]=2[O:12][CH2:13][C@@H:14]([NH:18][C:29](=[O:30])[C:28]2[CH:32]=[CH:33][CH:34]=[C:26]([OH:25])[CH:27]=2)[CH:15]([CH3:17])[CH3:16])[N:5]=[C:4]([CH3:19])[C:3]=1[C:20]([O:22][CH2:23][CH3:24])=[O:21], predict the reactants needed to synthesize it. The reactants are: [NH2:1][C:2]1[C:11]2[C:6](=[CH:7][CH:8]=[CH:9][C:10]=2[O:12][CH2:13][C@@H:14]([NH2:18])[CH:15]([CH3:17])[CH3:16])[N:5]=[C:4]([CH3:19])[C:3]=1[C:20]([O:22][CH2:23][CH3:24])=[O:21].[OH:25][C:26]1[CH:27]=[C:28]([CH:32]=[CH:33][CH:34]=1)[C:29](O)=[O:30]. (7) Given the product [C:1]([O:5][C:6]([N:8]1[CH2:9][CH2:10][CH:11]([O:14][C:15]2[C:20]([C:21](=[O:23])[NH2:22])=[CH:19][C:18]([NH2:24])=[CH:17][C:16]=2[Cl:27])[CH2:12][CH2:13]1)=[O:7])([CH3:4])([CH3:2])[CH3:3], predict the reactants needed to synthesize it. The reactants are: [C:1]([O:5][C:6]([N:8]1[CH2:13][CH2:12][CH:11]([O:14][C:15]2[C:20]([C:21](=[O:23])[NH2:22])=[CH:19][C:18]([N+:24]([O-])=O)=[CH:17][C:16]=2[Cl:27])[CH2:10][CH2:9]1)=[O:7])([CH3:4])([CH3:3])[CH3:2].[Sn]. (8) Given the product [C:3]([NH2:2])(=[O:7])[CH:4]=[CH2:5].[CH3:8][N:10]([CH3:14])[C:11](=[O:15])[CH:12]=[CH2:13], predict the reactants needed to synthesize it. The reactants are: [C].[NH:2]1C[CH2:5][CH2:4][C:3]1=[O:7].[CH:8]([N:10]1[CH2:14][CH2:13][CH2:12][C:11]1=[O:15])=C. (9) Given the product [CH2:25]([O:24][C:22]([C:21]1[C:20]([C:11]2[CH:10]=[CH:9][CH:8]=[CH:7][C:6]=2[CH3:4])=[CH:30][CH:29]=[CH:28][CH:27]=1)=[O:23])[CH3:26], predict the reactants needed to synthesize it. The reactants are: C(O[C:4]([C:6]1[CH:7]=[C:8]([C:9]2[CH:10]=[CH:11][C:6]([CH3:4])=[CH:7][CH:8]=2)[CH:9]=[CH:10][CH:11]=1)=O)C.Br[C:20]1[CH:30]=[CH:29][CH:28]=[CH:27][C:21]=1[C:22]([O:24][CH2:25][CH3:26])=[O:23].C1(C)C=CC=CC=1B(O)O.C(=O)([O-])[O-].[Na+].[Na+].C1(P(C2C=CC=CC=2)C2C=CC=CC=2)C=CC=CC=1.